This data is from CYP2C9 inhibition data for predicting drug metabolism from PubChem BioAssay. The task is: Regression/Classification. Given a drug SMILES string, predict its absorption, distribution, metabolism, or excretion properties. Task type varies by dataset: regression for continuous measurements (e.g., permeability, clearance, half-life) or binary classification for categorical outcomes (e.g., BBB penetration, CYP inhibition). Dataset: cyp2c9_veith. (1) The drug is CC[C@H]1CN2CCc3cc(OC)c(OC)cc3[C@H]2C[C@@H]1C[C@H]1NCCc2c1[nH]c1ccc(O)cc21. The result is 0 (non-inhibitor). (2) The drug is COc1cccc(Cn2c(=O)c(-c3cccc(C#N)c3)nc3cnc(N4CCOCC4)nc32)c1. The result is 0 (non-inhibitor). (3) The molecule is CCOC(=O)c1[nH]c(C)c(C(=O)N2CCC3(CC2)OCCO3)c1C. The result is 1 (inhibitor).